Dataset: Full USPTO retrosynthesis dataset with 1.9M reactions from patents (1976-2016). Task: Predict the reactants needed to synthesize the given product. (1) Given the product [Br:1][C:2]1[CH:3]=[C:4]([N:8]2[CH:12]=[C:11]([C:13](=[O:16])[CH2:14][O:17][C:18]3[CH:19]=[N:20][CH:21]=[CH:22][CH:23]=3)[N:10]=[CH:9]2)[CH:5]=[CH:6][CH:7]=1, predict the reactants needed to synthesize it. The reactants are: [Br:1][C:2]1[CH:3]=[C:4]([N:8]2[CH:12]=[C:11]([C:13](=[O:16])[CH2:14]Cl)[N:10]=[CH:9]2)[CH:5]=[CH:6][CH:7]=1.[OH:17][C:18]1[CH:19]=[N:20][CH:21]=[CH:22][CH:23]=1.C([O-])([O-])=O.[K+].[K+]. (2) The reactants are: [Cl:1][C:2]1[C:7]([C:8]([OH:10])=[O:9])=[C:6]([F:11])[C:5]([O:12]C)=[CH:4][CH:3]=1.B(Br)(Br)Br. Given the product [Cl:1][C:2]1[C:7]([C:8]([OH:10])=[O:9])=[C:6]([F:11])[C:5]([OH:12])=[CH:4][CH:3]=1, predict the reactants needed to synthesize it. (3) Given the product [CH3:1][O:2][CH2:5][CH2:6][CH2:7][N:8]1[C:12]([CH3:13])=[C:11]([C:14]([O:16][CH3:17])=[O:15])[C:10]([C:19]2[CH:20]=[CH:21][CH:22]=[CH:23][CH:24]=2)=[C:9]1[C:25]([O:27][CH3:28])=[O:26], predict the reactants needed to synthesize it. The reactants are: [CH3:1][O-:2].[Na+].Cl[CH2:5][CH2:6][CH2:7][N:8]1[C:12]([CH3:13])=[C:11]([C:14]([O:16][CH2:17]C)=[O:15])[C:10]([C:19]2[CH:24]=[CH:23][CH:22]=[CH:21][CH:20]=2)=[C:9]1[C:25]([O:27][CH2:28]C)=[O:26]. (4) Given the product [F:1][C:2]1[CH:3]=[C:4]([CH:8]=[CH:9][N:10]=1)[C:5]([O:7][CH:12]([CH3:17])[CH3:13])=[O:6], predict the reactants needed to synthesize it. The reactants are: [F:1][C:2]1[CH:3]=[C:4]([CH:8]=[CH:9][N:10]=1)[C:5]([OH:7])=[O:6].Cl.[C:12]1(C)[CH:17]=CC=C[CH:13]=1.